This data is from Experimentally validated miRNA-target interactions with 360,000+ pairs, plus equal number of negative samples. The task is: Binary Classification. Given a miRNA mature sequence and a target amino acid sequence, predict their likelihood of interaction. (1) The miRNA is hsa-miR-140-3p with sequence UACCACAGGGUAGAACCACGG. The protein sequence of the target gene is MANSGLQLLGFSMALLGWVGLVACTAIPQWQMSSYAGDNIITAQAMYKGLWMDCVTQSTGMMSCKMYDSVLALSAALQATRALMVVSLVLGFLAMFVATMGMKCTRCGGDDKVKKARIAMGGGIIFIVAGLAALVACSWYGHQIVTDFYNPLIPTNIKYEFGPAIFIGWAGSALVILGGALLSCSCPGNESKAGYRVPRSYPKSNSSKEYV. Result: 1 (interaction). (2) The miRNA is hsa-miR-1295b-5p with sequence CACCCAGAUCUGCGGCCUAAU. The protein sequence of the target gene is MAAGELEGGKPLSGLLNALAQDTFHGYPGITEELLRSQLYPEVPPEEFRPFLAKMRGILKSIASADMDFNQLEAFLTAQTKKQGGITSDQAAVISKFWKSHKTKIRESLMNQSRWNSGLRGLSWRVDGKSQSRHSAQIHTPVAIIELELGKYGQESEFLCLEFDEVKVNQILKTLSEVEESISTLISQPN. Result: 0 (no interaction). (3) The miRNA is hsa-miR-26a-5p with sequence UUCAAGUAAUCCAGGAUAGGCU. The protein sequence of the target gene is MASLQEANGSTAWPPPTASNISEPHQCLLLLYEDIGSSRVRYWDLLLLIPNVLFFIFLLWKLPLARAKIRVTSSPIFITFYILVFVVALVGIARAVVSMTVSASDAATVADKILWEITRFFLLAIELSVIILGLAFGHLESKSSIKRVLAITTVLSLAYSVTQGTLEILYPDSHLSAEDFNIYGHGGRQFWLVSSCFFFLVYSLVVILPKTPLKERVSLPSRRSFYVYAGILATLNLLQGLGSALLCANIIVGLCCVDATTFLYFSFFAPLIYVAFLRGFFGSEPKILFSYKCQVDEAEE.... Result: 0 (no interaction).